Predict the reactants needed to synthesize the given product. From a dataset of Full USPTO retrosynthesis dataset with 1.9M reactions from patents (1976-2016). (1) Given the product [N:18]([N:16]1[C:15]2[C:10](=[CH:11][CH:12]=[CH:13][CH:14]=2)[NH:9][C:8](=[O:17])[CH:7]1[C:1]1[CH:2]=[CH:3][CH:4]=[CH:5][CH:6]=1)=[O:19], predict the reactants needed to synthesize it. The reactants are: [C:1]1([CH:7]2[NH:16][C:15]3[C:10](=[CH:11][CH:12]=[CH:13][CH:14]=3)[NH:9][C:8]2=[O:17])[CH:6]=[CH:5][CH:4]=[CH:3][CH:2]=1.[N:18]([O-])=[O:19].[Na+]. (2) The reactants are: F[C:2]1[N:7]2[CH:8]=[C:9]([CH2:11][N:12]3[C@H:25]4[C@H:16]([CH2:17][CH2:18][C:19]5[C:24]4=[N:23][CH:22]=[CH:21][CH:20]=5)[CH2:15][CH2:14][CH2:13]3)[N:10]=[C:6]2[CH:5]=[CH:4][CH:3]=1.[CH3:26][C@H:27]1[CH2:31][CH2:30][CH2:29][NH:28]1. Given the product [CH3:26][C@H:27]1[CH2:31][CH2:30][CH2:29][N:28]1[C:2]1[N:7]2[CH:8]=[C:9]([CH2:11][N:12]3[C@H:25]4[C@H:16]([CH2:17][CH2:18][C:19]5[C:24]4=[N:23][CH:22]=[CH:21][CH:20]=5)[CH2:15][CH2:14][CH2:13]3)[N:10]=[C:6]2[CH:5]=[CH:4][CH:3]=1, predict the reactants needed to synthesize it.